Task: Regression. Given a peptide amino acid sequence and an MHC pseudo amino acid sequence, predict their binding affinity value. This is MHC class I binding data.. Dataset: Peptide-MHC class I binding affinity with 185,985 pairs from IEDB/IMGT The peptide sequence is MNQERRSLR. The MHC is HLA-A03:01 with pseudo-sequence HLA-A03:01. The binding affinity (normalized) is 0.0847.